Dataset: Forward reaction prediction with 1.9M reactions from USPTO patents (1976-2016). Task: Predict the product of the given reaction. (1) Given the reactants [C:1]([N:4]1[CH2:8][CH2:7][CH:6]([NH:9][C:10](=[O:16])[O:11][C:12]([CH3:15])([CH3:14])[CH3:13])[CH2:5]1)(=[O:3])[CH3:2].[C:17](Cl)(=O)[CH2:18][CH:19](C)C, predict the reaction product. The product is: [CH3:17][CH:18]([CH3:19])[CH2:2][C:1]([N:4]1[CH2:8][CH2:7][CH:6]([NH:9][C:10](=[O:16])[O:11][C:12]([CH3:15])([CH3:14])[CH3:13])[CH2:5]1)=[O:3]. (2) Given the reactants [C:1]1(=[O:8])[CH2:7][CH2:6][CH2:5][CH2:4][CH:3]=[CH:2]1.[OH:9]O.[OH-].[Na+], predict the reaction product. The product is: [CH:7]12[O:8][CH:1]1[C:2](=[O:9])[CH2:3][CH2:4][CH2:5][CH2:6]2. (3) Given the reactants COC1C=CC(C([NH:24][C:25]2[N:30]([CH3:31])[C:29](=[O:32])[C:28]([CH3:34])([CH3:33])[C@:27]([C:36]3[CH:41]=[C:40](Br)[CH:39]=[CH:38][C:37]=3[F:43])([CH3:35])[N:26]=2)(C2C=CC(OC)=CC=2)C2C=CC=CC=2)=CC=1.[NH2:44][C:45]1[CH:46]=[CH:47][C:48]([Cl:51])=[N:49][CH:50]=1, predict the reaction product. The product is: [NH2:24][C:25]1[N:30]([CH3:31])[C:29](=[O:32])[C:28]([CH3:33])([CH3:34])[C@:27]([C:36]2[CH:41]=[C:40]([NH:44][C:45]3[CH:50]=[N:49][C:48]([Cl:51])=[CH:47][CH:46]=3)[CH:39]=[CH:38][C:37]=2[F:43])([CH3:35])[N:26]=1. (4) Given the reactants C([O:8][C:9]1[CH:14]=[C:13]([O:15]CC2C=CC=CC=2)[C:12]([C:23]([CH3:25])=[CH2:24])=[CH:11][C:10]=1[C:26]([N:28]1[CH2:36][C:35]2[C:30](=[CH:31][CH:32]=[C:33]([CH2:37][N:38]3[CH2:43][CH2:42][N:41]([CH3:44])[CH2:40][CH2:39]3)[CH:34]=2)[CH2:29]1)=[O:27])C1C=CC=CC=1.N#N.C([O-])([O-])=O.[K+].[K+], predict the reaction product. The product is: [OH:8][C:9]1[CH:14]=[C:13]([OH:15])[C:12]([CH:23]([CH3:24])[CH3:25])=[CH:11][C:10]=1[C:26]([N:28]1[CH2:36][C:35]2[C:30](=[CH:31][CH:32]=[C:33]([CH2:37][N:38]3[CH2:43][CH2:42][N:41]([CH3:44])[CH2:40][CH2:39]3)[CH:34]=2)[CH2:29]1)=[O:27].